Dataset: NCI-60 drug combinations with 297,098 pairs across 59 cell lines. Task: Regression. Given two drug SMILES strings and cell line genomic features, predict the synergy score measuring deviation from expected non-interaction effect. (1) Drug 1: CCC1=CC2CC(C3=C(CN(C2)C1)C4=CC=CC=C4N3)(C5=C(C=C6C(=C5)C78CCN9C7C(C=CC9)(C(C(C8N6C)(C(=O)OC)O)OC(=O)C)CC)OC)C(=O)OC.C(C(C(=O)O)O)(C(=O)O)O. Drug 2: CN(C(=O)NC(C=O)C(C(C(CO)O)O)O)N=O. Cell line: MOLT-4. Synergy scores: CSS=66.2, Synergy_ZIP=-4.18, Synergy_Bliss=-8.88, Synergy_Loewe=-66.7, Synergy_HSA=-7.59. (2) Drug 1: CN1C2=C(C=C(C=C2)N(CCCl)CCCl)N=C1CCCC(=O)O.Cl. Drug 2: N.N.Cl[Pt+2]Cl. Cell line: SK-MEL-2. Synergy scores: CSS=42.0, Synergy_ZIP=12.5, Synergy_Bliss=13.4, Synergy_Loewe=-26.4, Synergy_HSA=4.27. (3) Drug 1: C1=CN(C(=O)N=C1N)C2C(C(C(O2)CO)O)O.Cl. Drug 2: CC12CCC3C(C1CCC2OP(=O)(O)O)CCC4=C3C=CC(=C4)OC(=O)N(CCCl)CCCl.[Na+]. Cell line: NCI-H226. Synergy scores: CSS=23.0, Synergy_ZIP=-3.87, Synergy_Bliss=-0.142, Synergy_Loewe=-1.30, Synergy_HSA=-0.466. (4) Drug 1: CC1C(C(CC(O1)OC2CC(OC(C2O)C)OC3=CC4=CC5=C(C(=O)C(C(C5)C(C(=O)C(C(C)O)O)OC)OC6CC(C(C(O6)C)O)OC7CC(C(C(O7)C)O)OC8CC(C(C(O8)C)O)(C)O)C(=C4C(=C3C)O)O)O)O. Drug 2: CN(C(=O)NC(C=O)C(C(C(CO)O)O)O)N=O. Cell line: ACHN. Synergy scores: CSS=49.3, Synergy_ZIP=0.938, Synergy_Bliss=-0.690, Synergy_Loewe=-54.5, Synergy_HSA=-1.96. (5) Drug 1: COC1=C(C=C2C(=C1)N=CN=C2NC3=CC(=C(C=C3)F)Cl)OCCCN4CCOCC4. Drug 2: CC12CCC3C(C1CCC2O)C(CC4=C3C=CC(=C4)O)CCCCCCCCCS(=O)CCCC(C(F)(F)F)(F)F. Cell line: OVCAR-8. Synergy scores: CSS=26.8, Synergy_ZIP=-8.68, Synergy_Bliss=-2.17, Synergy_Loewe=-3.23, Synergy_HSA=-1.78. (6) Drug 1: CS(=O)(=O)C1=CC(=C(C=C1)C(=O)NC2=CC(=C(C=C2)Cl)C3=CC=CC=N3)Cl. Drug 2: CN1C(=O)N2C=NC(=C2N=N1)C(=O)N. Cell line: HCT116. Synergy scores: CSS=-5.83, Synergy_ZIP=0.137, Synergy_Bliss=-7.22, Synergy_Loewe=-11.3, Synergy_HSA=-9.64. (7) Drug 1: C1CN1P(=S)(N2CC2)N3CC3. Drug 2: CC1CCC2CC(C(=CC=CC=CC(CC(C(=O)C(C(C(=CC(C(=O)CC(OC(=O)C3CCCCN3C(=O)C(=O)C1(O2)O)C(C)CC4CCC(C(C4)OC)OCCO)C)C)O)OC)C)C)C)OC. Cell line: A549. Synergy scores: CSS=32.5, Synergy_ZIP=-8.97, Synergy_Bliss=-1.78, Synergy_Loewe=-2.80, Synergy_HSA=-0.339. (8) Drug 1: C1=CC(=CC=C1CC(C(=O)O)N)N(CCCl)CCCl.Cl. Drug 2: C(CCl)NC(=O)N(CCCl)N=O. Cell line: HCC-2998. Synergy scores: CSS=6.42, Synergy_ZIP=-0.329, Synergy_Bliss=3.64, Synergy_Loewe=-4.00, Synergy_HSA=-0.786.